Dataset: Catalyst prediction with 721,799 reactions and 888 catalyst types from USPTO. Task: Predict which catalyst facilitates the given reaction. (1) Reactant: [SH:1][C:2]1[NH:3][C:4]2[CH:10]=[C:9]([O:11][CH3:12])[CH:8]=[CH:7][C:5]=2[N:6]=1.Cl.Cl[CH2:15][C:16]1[CH:22]=[CH:21][CH:20]=[CH:19][C:17]=1[NH2:18]. Product: [CH3:12][O:11][C:9]1[CH:8]=[CH:7][C:5]2[NH:6][C:2]([S:1][CH2:15][C:16]3[CH:22]=[CH:21][CH:20]=[CH:19][C:17]=3[NH2:18])=[N:3][C:4]=2[CH:10]=1. The catalyst class is: 32. (2) Reactant: [F:1][C:2]([F:54])([F:53])[C:3]1[CH:4]=[C:5]([CH:46]=[C:47]([C:49]([F:52])([F:51])[F:50])[CH:48]=1)[CH2:6][N:7]([CH2:20][C:21]1[CH:26]=[C:25]([C:27]([F:30])([F:29])[F:28])[CH:24]=[CH:23][C:22]=1[N:31]([CH2:44][CH3:45])[C:32]([O:34][CH2:35][CH2:36][C:37]([O:39]C(C)(C)C)=[O:38])=[O:33])[C:8]1[N:13]=[CH:12][C:11]([N:14]2[CH2:19][CH2:18][O:17][CH2:16][CH2:15]2)=[CH:10][N:9]=1.C(=O)(O)[O-].[Na+]. Product: [F:52][C:49]([F:50])([F:51])[C:47]1[CH:46]=[C:5]([CH:4]=[C:3]([C:2]([F:53])([F:1])[F:54])[CH:48]=1)[CH2:6][N:7]([CH2:20][C:21]1[CH:26]=[C:25]([C:27]([F:28])([F:29])[F:30])[CH:24]=[CH:23][C:22]=1[N:31]([CH2:44][CH3:45])[C:32]([O:34][CH2:35][CH2:36][C:37]([OH:39])=[O:38])=[O:33])[C:8]1[N:13]=[CH:12][C:11]([N:14]2[CH2:19][CH2:18][O:17][CH2:16][CH2:15]2)=[CH:10][N:9]=1. The catalyst class is: 601. (3) Product: [OH:1][CH:2]1[CH:18]2[CH:9]([CH2:10][CH2:11][C:12]3[C@:17]2([CH3:19])[CH:16]=[CH:15][C:14](=[O:20])[CH:13]=3)[CH:8]2[C@@:4]([CH3:25])([C@@:5]([OH:24])([C:21]([O:23][CH3:26])=[O:22])[CH2:6][CH2:7]2)[CH2:3]1. The catalyst class is: 4. Reactant: [OH:1][CH:2]1[CH:18]2[CH:9]([CH2:10][CH2:11][C:12]3[C@:17]2([CH3:19])[CH:16]=[CH:15][C:14](=[O:20])[CH:13]=3)[CH:8]2[C@@:4]([CH3:25])([C@@:5]([OH:24])([C:21]([OH:23])=[O:22])[CH2:6][CH2:7]2)[CH2:3]1.[C:26](=O)([O-])[O-].[Cs+].[Cs+].FC(F)(F)S([O-])(=O)=O.C[S+](C1C=CC=CC=1)C1C=C(C)C(C)=C(C)C=1C.CCCCCCC. (4) Reactant: [F:1][C:2]1[CH:32]=[CH:31][CH:30]=[C:29]([O:33][CH3:34])[C:3]=1[C:4]([N:6](C)[C:7]1[C:8]([C:18]2[NH:19][C:20]([CH3:27])=[C:21]([C:23]([F:26])([F:25])[F:24])[N:22]=2)=[N:9][N:10](C2CCCCO2)[CH:11]=1)=[O:5].C1(C)C(S(O)(=O)=O)=CC=CC=1. Product: [F:1][C:2]1[CH:32]=[CH:31][CH:30]=[C:29]([O:33][CH3:34])[C:3]=1[C:4]([NH:6][C:7]1[C:8]([C:18]2[NH:19][C:20]([CH3:27])=[C:21]([C:23]([F:25])([F:26])[F:24])[N:22]=2)=[N:9][NH:10][CH:11]=1)=[O:5]. The catalyst class is: 8.